Dataset: Reaction yield outcomes from USPTO patents with 853,638 reactions. Task: Predict the reaction yield, written as a fraction of the theoretical maximum amount of product (1.0 means a 100% yield; for example, 0.34 means a 34% yield). (1) The reactants are [CH2:1]([C@H:8]1[CH2:12][O:11][C:10](=[O:13])[N:9]1[C:14](=[O:19])[CH2:15][O:16][CH2:17][CH3:18])[C:2]1[CH:7]=[CH:6][CH:5]=[CH:4][CH:3]=1.C(N(CC)CC)C.[O-]S(C(F)(F)F)(=O)=O.C([B+]CCCC)CCC.[CH2:44]([O:51][C:52]1[CH:59]=[CH:58][C:55]([CH:56]=[O:57])=[C:54]([CH3:60])[CH:53]=1)[C:45]1[CH:50]=[CH:49][CH:48]=[CH:47][CH:46]=1. The catalyst is ClCCl. The product is [CH2:1]([C@H:8]1[CH2:12][O:11][C:10](=[O:13])[N:9]1[C:14](=[O:19])[C@@H:15]([O:16][CH2:17][CH3:18])[C@@H:56]([C:55]1[CH:58]=[CH:59][C:52]([O:51][CH2:44][C:45]2[CH:50]=[CH:49][CH:48]=[CH:47][CH:46]=2)=[CH:53][C:54]=1[CH3:60])[OH:57])[C:2]1[CH:3]=[CH:4][CH:5]=[CH:6][CH:7]=1. The yield is 0.960. (2) The reactants are [CH:1]1([N:4]2[CH2:9][C:8]3([CH2:14][CH2:13][N:12](C(OC(C)(C)C)=O)[CH:11]([CH3:22])[CH2:10]3)[O:7][CH2:6][C:5]2=[O:23])[CH2:3][CH2:2]1.Cl.[Br:25][C:26]1[CH:31]=[CH:30][C:29]([S:32](Cl)(=[O:34])=[O:33])=[CH:28][CH:27]=1. The catalyst is C(OCC)(=O)C.O1CCOCC1.CN(C)C1C=CN=CC=1. The product is [Br:25][C:26]1[CH:31]=[CH:30][C:29]([S:32]([N:12]2[CH2:13][CH2:14][C:8]3([O:7][CH2:6][C:5](=[O:23])[N:4]([CH:1]4[CH2:2][CH2:3]4)[CH2:9]3)[CH2:10][CH:11]2[CH3:22])(=[O:34])=[O:33])=[CH:28][CH:27]=1. The yield is 0.720. (3) The reactants are [Cl:1][C:2]1[N:11]=[C:10]([NH:12][C:13]2[CH:14]=[N:15][C:16]([O:19][CH3:20])=[CH:17][CH:18]=2)[C:9]2[C:4](=[CH:5][CH:6]=[CH:7][CH:8]=2)[N:3]=1.[CH3:21]I.[H-].[Na+]. The catalyst is CN(C=O)C. The product is [Cl:1][C:2]1[N:11]=[C:10]([N:12]([C:13]2[CH:14]=[N:15][C:16]([O:19][CH3:20])=[CH:17][CH:18]=2)[CH3:21])[C:9]2[C:4](=[CH:5][CH:6]=[CH:7][CH:8]=2)[N:3]=1. The yield is 0.700. (4) The reactants are [O:1]1[CH:5]=[CH:4][CH:3]=[C:2]1[C:6]1[N:7]=[C:8]([NH:19]C(=O)OC(C)(C)C)[S:9][C:10]=1[C:11]([C:13]1[CH:18]=[CH:17][CH:16]=[CH:15][N:14]=1)=[O:12]. The catalyst is FC(F)(F)C(O)=O. The product is [N:14]1[CH:15]=[CH:16][CH:17]=[CH:18][C:13]=1[C:11]([C:10]1[S:9][C:8]([NH2:19])=[N:7][C:6]=1[C:2]1[O:1][CH:5]=[CH:4][CH:3]=1)=[O:12]. The yield is 0.990. (5) The reactants are [CH2:1]([C:4]1[C:9]([CH3:10])=[CH:8][C:7]([CH3:11])=[CH:6][C:5]=1[OH:12])[CH:2]=[CH2:3].Cl.[OH-].[Na+]. The catalyst is CO. The product is [CH3:3][CH:2]1[CH2:1][C:4]2[C:9]([CH3:10])=[CH:8][C:7]([CH3:11])=[CH:6][C:5]=2[O:12]1. The yield is 0.500. (6) The yield is 0.400. The product is [Cl:1][C:2]1[CH:3]=[C:4]2[C:18](=[CH:19][C:20]=1[CH2:21][C:22]1[CH:27]=[CH:26][C:25]([CH2:28][CH3:29])=[CH:24][CH:23]=1)[C@:7]1([C@H:12]([OH:13])[C@@H:11]([OH:14])[C@H:10]([OH:15])[C@@H:9]([CH2:16][F:36])[O:8]1)[CH2:6][CH2:5]2. The reactants are [Cl:1][C:2]1[CH:3]=[C:4]2[C:18](=[CH:19][C:20]=1[CH2:21][C:22]1[CH:27]=[CH:26][C:25]([CH2:28][CH3:29])=[CH:24][CH:23]=1)[C@:7]1([C@H:12]([OH:13])[C@@H:11]([OH:14])[C@H:10]([OH:15])[C@@H:9]([CH2:16]O)[O:8]1)[CH2:6][CH2:5]2.CCN(S(F)(F)[F:36])CC. The catalyst is C(Cl)Cl. (7) The reactants are [NH2:1][C:2]1[C:7]([CH3:8])=[CH:6][CH:5]=[CH:4][C:3]=1[NH:9][C:10]1[CH:15]=[CH:14][C:13]([NH:16][C:17](=[O:23])[O:18][C:19]([CH3:22])([CH3:21])[CH3:20])=[CH:12][CH:11]=1.[C:24](Cl)(=[O:29])[CH2:25][C:26](Cl)=[O:27].C(=O)([O-])O.[Na+].C(OCC)(=O)C. The catalyst is C1COCC1. The product is [C:19]([O:18][C:17]([NH:16][C:13]1[CH:14]=[CH:15][C:10]([N:9]2[C:3]3[CH:4]=[CH:5][CH:6]=[C:7]([CH3:8])[C:2]=3[NH:1][C:26](=[O:27])[CH2:25][C:24]2=[O:29])=[CH:11][CH:12]=1)=[O:23])([CH3:20])([CH3:22])[CH3:21]. The yield is 0.330. (8) The reactants are [NH2:1][C:2]1[N:7]=[CH:6][N:5]=[C:4]2[N:8]([C@@H:12]3[CH2:17][CH2:16][CH2:15][N:14]([C:18]([O:20][C:21]([CH3:24])([CH3:23])[CH3:22])=[O:19])[CH2:13]3)[N:9]=[C:10](I)[C:3]=12.[F:25][C:26]1[C:48]([F:49])=[CH:47][CH:46]=[CH:45][C:27]=1[O:28][C:29]1[CH:34]=[CH:33][C:32](B2OC(C)(C)C(C)(C)O2)=[C:31]([F:44])[CH:30]=1.C([O-])([O-])=O.[Na+].[Na+]. The catalyst is O1CCOCC1.O.C1C=CC([P]([Pd]([P](C2C=CC=CC=2)(C2C=CC=CC=2)C2C=CC=CC=2)([P](C2C=CC=CC=2)(C2C=CC=CC=2)C2C=CC=CC=2)[P](C2C=CC=CC=2)(C2C=CC=CC=2)C2C=CC=CC=2)(C2C=CC=CC=2)C2C=CC=CC=2)=CC=1. The product is [NH2:1][C:2]1[N:7]=[CH:6][N:5]=[C:4]2[N:8]([C@@H:12]3[CH2:17][CH2:16][CH2:15][N:14]([C:18]([O:20][C:21]([CH3:24])([CH3:23])[CH3:22])=[O:19])[CH2:13]3)[N:9]=[C:10]([C:32]3[CH:33]=[CH:34][C:29]([O:28][C:27]4[CH:45]=[CH:46][CH:47]=[C:48]([F:49])[C:26]=4[F:25])=[CH:30][C:31]=3[F:44])[C:3]=12. The yield is 0.511. (9) The reactants are [OH:1]/[N:2]=[C:3](\Cl)/[C:4]1[CH:15]=[CH:14][C:7]2[B:8]([OH:13])[O:9][C:10]([CH3:12])([CH3:11])[C:6]=2[CH:5]=1.[Br:17][C:18]1[CH:23]=[C:22]([C:24]([C:26]([F:29])([F:28])[F:27])=[CH2:25])[CH:21]=[C:20]([Br:30])[CH:19]=1. The catalyst is CN(C=O)C. The product is [Br:17][C:18]1[CH:23]=[C:22]([C:24]2([C:26]([F:29])([F:27])[F:28])[O:1][N:2]=[C:3]([C:4]3[CH:15]=[CH:14][C:7]4[B:8]([OH:13])[O:9][C:10]([CH3:12])([CH3:11])[C:6]=4[CH:5]=3)[CH2:25]2)[CH:21]=[C:20]([Br:30])[CH:19]=1. The yield is 0.320.